Dataset: Reaction yield outcomes from USPTO patents with 853,638 reactions. Task: Predict the reaction yield, written as a fraction of the theoretical maximum amount of product (1.0 means a 100% yield; for example, 0.34 means a 34% yield). (1) The reactants are [CH2:1]([C@@:4]1([C:20]2[CH:25]=[CH:24][CH:23]=[CH:22][CH:21]=2)[O:9][C:8](=[O:10])[N:7]([C@H:11]([C:13]2[CH:18]=[CH:17][C:16](Br)=[CH:15][CH:14]=2)[CH3:12])[CH2:6][CH2:5]1)[CH:2]=[CH2:3].[NH2:26][C:27]1[N:32]=[CH:31][C:30](B(O)O)=[CH:29][CH:28]=1.C([O-])([O-])=O.[Cs+].[Cs+]. The catalyst is O1CCOCC1.Cl[Pd](Cl)([P](C1C=CC=CC=1)(C1C=CC=CC=1)C1C=CC=CC=1)[P](C1C=CC=CC=1)(C1C=CC=CC=1)C1C=CC=CC=1. The product is [CH2:1]([C@@:4]1([C:20]2[CH:25]=[CH:24][CH:23]=[CH:22][CH:21]=2)[O:9][C:8](=[O:10])[N:7]([C@H:11]([C:13]2[CH:18]=[CH:17][C:16]([C:30]3[CH:31]=[N:32][C:27]([NH2:26])=[CH:28][CH:29]=3)=[CH:15][CH:14]=2)[CH3:12])[CH2:6][CH2:5]1)[CH:2]=[CH2:3]. The yield is 0.600. (2) The reactants are [Cl:1][C:2]1[CH:11]=[CH:10][C:9]2[C:4](=[CH:5][CH:6]=[C:7]([OH:12])[CH:8]=2)[N:3]=1.[CH3:13][O:14][C:15]1[CH:16]=[C:17]([CH:20]=[CH:21][CH:22]=1)[CH2:18]Br.C(=O)([O-])[O-].[K+].[K+].O. The catalyst is CC(C)=O. The product is [Cl:1][C:2]1[CH:11]=[CH:10][C:9]2[C:4](=[CH:5][CH:6]=[C:7]([O:12][CH2:18][C:17]3[CH:20]=[CH:21][CH:22]=[C:15]([O:14][CH3:13])[CH:16]=3)[CH:8]=2)[N:3]=1. The yield is 0.400. (3) The reactants are [F:1][C:2]1[CH:10]=[C:9]([F:11])[CH:8]=[CH:7][C:3]=1C(O)=O.C([N:14]([CH2:17]C)CC)C.C1([O:25]P(N=[N+]=[N-])(=O)OC2C=CC=CC=2)C=CC=CC=1.[NH2:38][C:39]1[CH:44]=[CH:43][C:42]([C:45]2[CH:53]=[CH:52][C:51]([C:54]3[NH:55][C:56]([CH3:59])=[CH:57][N:58]=3)=[C:50]3[C:46]=2[CH2:47][NH:48][C:49]3=[O:60])=[C:41]([F:61])[CH:40]=1. The catalyst is C1COCC1.C(OCC)(=O)C. The product is [F:1][C:2]1[CH:10]=[C:9]([F:11])[CH:8]=[CH:7][C:3]=1[NH:14][C:17]([NH:38][C:39]1[CH:44]=[CH:43][C:42]([C:45]2[CH:53]=[CH:52][C:51]([C:54]3[NH:55][C:56]([CH3:59])=[CH:57][N:58]=3)=[C:50]3[C:46]=2[CH2:47][NH:48][C:49]3=[O:60])=[C:41]([F:61])[CH:40]=1)=[O:25]. The yield is 0.420. (4) The reactants are [ClH:1].O1CCOCC1.[CH3:8][O:9][CH2:10][CH:11]1[CH2:16][CH2:15][N:14](C(OC(C)(C)C)=O)[CH2:13][CH2:12]1. No catalyst specified. The product is [ClH:1].[CH3:8][O:9][CH2:10][CH:11]1[CH2:16][CH2:15][NH:14][CH2:13][CH2:12]1. The yield is 0.890. (5) The reactants are [CH:1](/[CH:4]1[O:8][C@H:7]([C:9]([O:11][CH:12]([CH3:14])[CH3:13])=[O:10])[C@@H:6]([C:15]([O:17][CH:18]([CH3:20])[CH3:19])=[O:16])[O:5]1)=[CH:2]\[CH3:3].[CH2:21]([Zn]CC)C.ICI. No catalyst specified. The product is [CH3:3][C@H:2]1[CH2:21][C@@H:1]1[CH:4]1[O:5][C@H:6]([C:15]([O:17][CH:18]([CH3:20])[CH3:19])=[O:16])[C@@H:7]([C:9]([O:11][CH:12]([CH3:14])[CH3:13])=[O:10])[O:8]1. The yield is 0.890. (6) The reactants are [Br:1][C:2]1[CH:3]=[C:4]([NH:10][C:11]2[CH:16]=[CH:15][C:14]([N:17]3[CH2:22][CH2:21][N:20]([CH2:23][CH2:24][O:25][Si](C(C)(C)C)(C)C)[CH2:19][CH2:18]3)=[CH:13][N:12]=2)[C:5](=[O:9])[N:6]([CH3:8])[CH:7]=1.CC1(C)[C@@]2(CS(O)(=O)=O)C(C[C@@H]1CC2)=O.O. The catalyst is CO. The product is [Br:1][C:2]1[CH:3]=[C:4]([NH:10][C:11]2[CH:16]=[CH:15][C:14]([N:17]3[CH2:18][CH2:19][N:20]([CH2:23][CH2:24][OH:25])[CH2:21][CH2:22]3)=[CH:13][N:12]=2)[C:5](=[O:9])[N:6]([CH3:8])[CH:7]=1. The yield is 0.950.